From a dataset of Forward reaction prediction with 1.9M reactions from USPTO patents (1976-2016). Predict the product of the given reaction. The product is: [NH2:1][C:2]1[C:3]([C:24]([NH:36][C:37]2[C:42]([N:43]3[CH2:48][CH2:47][C:46]([NH:50][C:51](=[O:57])[O:52][C:53]([CH3:56])([CH3:55])[CH3:54])([CH3:49])[CH2:45][CH2:44]3)=[CH:41][CH:40]=[CH:39][N:38]=2)=[O:25])=[N:4][C:5]([C:8]2[C:13]([C:14]([F:15])([F:17])[F:16])=[CH:12][N:11]=[C:10]([N:18]3[CH2:23][CH2:22][O:21][CH2:20][CH2:19]3)[N:9]=2)=[CH:6][N:7]=1. Given the reactants [NH2:1][C:2]1[C:3]([C:24](O)=[O:25])=[N:4][C:5]([C:8]2[C:13]([C:14]([F:17])([F:16])[F:15])=[CH:12][N:11]=[C:10]([N:18]3[CH2:23][CH2:22][O:21][CH2:20][CH2:19]3)[N:9]=2)=[CH:6][N:7]=1.C(N(C(C)C)C(C)C)C.[NH2:36][C:37]1[C:42]([N:43]2[CH2:48][CH2:47][C:46]([NH:50][C:51](=[O:57])[O:52][C:53]([CH3:56])([CH3:55])[CH3:54])([CH3:49])[CH2:45][CH2:44]2)=[CH:41][CH:40]=[CH:39][N:38]=1, predict the reaction product.